This data is from Catalyst prediction with 721,799 reactions and 888 catalyst types from USPTO. The task is: Predict which catalyst facilitates the given reaction. (1) Reactant: Cl.[Cl:2][C:3]1[CH:8]=[CH:7][C:6]([C@@H:9]([NH:13][C:14]([C:16]2([NH:34]C(=O)OC(C)(C)C)[CH2:21][CH2:20][N:19]([C:22]3[C:23]4[C:30]([CH:31]5[CH2:33][CH2:32]5)=[CH:29][NH:28][C:24]=4[N:25]=[CH:26][N:27]=3)[CH2:18][CH2:17]2)=[O:15])[CH2:10][CH2:11][OH:12])=[CH:5][CH:4]=1. Product: [NH2:34][C:16]1([C:14]([NH:13][C@H:9]([C:6]2[CH:7]=[CH:8][C:3]([Cl:2])=[CH:4][CH:5]=2)[CH2:10][CH2:11][OH:12])=[O:15])[CH2:17][CH2:18][N:19]([C:22]2[C:23]3[C:30]([CH:31]4[CH2:32][CH2:33]4)=[CH:29][NH:28][C:24]=3[N:25]=[CH:26][N:27]=2)[CH2:20][CH2:21]1. The catalyst class is: 169. (2) Reactant: [OH:1][C:2]1[CH:7]=[CH:6][C:5]([CH2:8][C:9]#[N:10])=[CH:4][CH:3]=1.[C:11](=O)([O-])[O-].[K+].[K+].[CH2:17](Br)[C:18]1[CH:23]=[CH:22][CH:21]=[CH:20][CH:19]=1.[I-].[K+]. Product: [CH2:17]([O:1][C:2]1[CH:7]=[CH:6][C:5]([CH:8]([CH3:11])[C:9]#[N:10])=[CH:4][CH:3]=1)[C:18]1[CH:23]=[CH:22][CH:21]=[CH:20][CH:19]=1. The catalyst class is: 35. (3) Product: [Cl:7][C:8]1[N:13]=[C:12]([NH:14][CH2:15][CH3:16])[C:11]([CH2:17][OH:18])=[CH:10][N:9]=1. The catalyst class is: 1. Reactant: [H-].[H-].[H-].[H-].[Li+].[Al+3].[Cl:7][C:8]1[N:13]=[C:12]([NH:14][CH2:15][CH3:16])[C:11]([C:17](OCC)=[O:18])=[CH:10][N:9]=1.